From a dataset of NCI-60 drug combinations with 297,098 pairs across 59 cell lines. Regression. Given two drug SMILES strings and cell line genomic features, predict the synergy score measuring deviation from expected non-interaction effect. (1) Drug 1: C1=CC=C(C=C1)NC(=O)CCCCCCC(=O)NO. Synergy scores: CSS=13.3, Synergy_ZIP=-8.05, Synergy_Bliss=-3.29, Synergy_Loewe=-5.40, Synergy_HSA=-2.07. Cell line: UACC-257. Drug 2: CC1=C(C(=O)C2=C(C1=O)N3CC4C(C3(C2COC(=O)N)OC)N4)N. (2) Drug 1: CN(CCCl)CCCl.Cl. Drug 2: CCN(CC)CCCC(C)NC1=C2C=C(C=CC2=NC3=C1C=CC(=C3)Cl)OC. Cell line: DU-145. Synergy scores: CSS=38.4, Synergy_ZIP=-4.72, Synergy_Bliss=-5.78, Synergy_Loewe=-9.74, Synergy_HSA=-3.04. (3) Drug 1: C1=C(C(=O)NC(=O)N1)F. Drug 2: CC1=C(N=C(N=C1N)C(CC(=O)N)NCC(C(=O)N)N)C(=O)NC(C(C2=CN=CN2)OC3C(C(C(C(O3)CO)O)O)OC4C(C(C(C(O4)CO)O)OC(=O)N)O)C(=O)NC(C)C(C(C)C(=O)NC(C(C)O)C(=O)NCCC5=NC(=CS5)C6=NC(=CS6)C(=O)NCCC[S+](C)C)O. Cell line: RPMI-8226. Synergy scores: CSS=47.8, Synergy_ZIP=4.77, Synergy_Bliss=4.29, Synergy_Loewe=1.04, Synergy_HSA=1.74. (4) Drug 1: CC1=CC2C(CCC3(C2CCC3(C(=O)C)OC(=O)C)C)C4(C1=CC(=O)CC4)C. Drug 2: C1=C(C(=O)NC(=O)N1)F. Cell line: NCIH23. Synergy scores: CSS=38.9, Synergy_ZIP=-2.79, Synergy_Bliss=-7.32, Synergy_Loewe=-14.6, Synergy_HSA=-9.02. (5) Drug 1: CC1=C2C(C(=O)C3(C(CC4C(C3C(C(C2(C)C)(CC1OC(=O)C(C(C5=CC=CC=C5)NC(=O)OC(C)(C)C)O)O)OC(=O)C6=CC=CC=C6)(CO4)OC(=O)C)OC)C)OC. Drug 2: C1=NC2=C(N=C(N=C2N1C3C(C(C(O3)CO)O)F)Cl)N. Cell line: HL-60(TB). Synergy scores: CSS=79.1, Synergy_ZIP=0.753, Synergy_Bliss=-0.908, Synergy_Loewe=-3.56, Synergy_HSA=0.296. (6) Drug 1: CC(CN1CC(=O)NC(=O)C1)N2CC(=O)NC(=O)C2. Drug 2: COC1=CC(=CC(=C1O)OC)C2C3C(COC3=O)C(C4=CC5=C(C=C24)OCO5)OC6C(C(C7C(O6)COC(O7)C8=CC=CS8)O)O. Cell line: SW-620. Synergy scores: CSS=51.9, Synergy_ZIP=-0.593, Synergy_Bliss=-0.792, Synergy_Loewe=1.33, Synergy_HSA=3.71. (7) Drug 1: C1C(C(OC1N2C=NC(=NC2=O)N)CO)O. Drug 2: C(CN)CNCCSP(=O)(O)O. Cell line: SK-MEL-2. Synergy scores: CSS=21.3, Synergy_ZIP=7.06, Synergy_Bliss=4.94, Synergy_Loewe=-9.28, Synergy_HSA=0.185.